Dataset: Reaction yield outcomes from USPTO patents with 853,638 reactions. Task: Predict the reaction yield, written as a fraction of the theoretical maximum amount of product (1.0 means a 100% yield; for example, 0.34 means a 34% yield). (1) The reactants are [Li][CH2:2][CH2:3][CH2:4][CH3:5].CC1[O:8][CH:9]=[CH:10][CH:11]=1.C1[O:14]C1. The catalyst is C1COCC1. The product is [CH3:5][C:4]1[O:8][C:9]([CH2:10][CH2:11][OH:14])=[CH:2][CH:3]=1. The yield is 0.720. (2) The reactants are C([O:3][C:4](=[O:16])[C:5]([S:8]([CH:11]1[CH2:15][CH2:14][CH2:13][CH2:12]1)(=[O:10])=[O:9])([CH3:7])[CH3:6])C.O.[OH-].[Li+]. The catalyst is O1CCOCC1.O.O. The product is [CH:11]1([S:8]([C:5]([CH3:7])([CH3:6])[C:4]([OH:16])=[O:3])(=[O:10])=[O:9])[CH2:12][CH2:13][CH2:14][CH2:15]1. The yield is 0.920. (3) The reactants are Cl[C:2]1[C:11]2[C:6](=[CH:7][CH:8]=[C:9]([Cl:12])[N:10]=2)[N:5]=[CH:4][C:3]=1[C:13](=[O:15])[CH3:14].Cl.Cl.[CH3:18][N:19]([CH3:29])[CH2:20][CH2:21][C@H:22]1[CH2:27][CH2:26][C@H:25]([NH2:28])[CH2:24][CH2:23]1. No catalyst specified. The product is [Cl:12][C:9]1[N:10]=[C:11]2[C:6](=[CH:7][CH:8]=1)[N:5]=[CH:4][C:3]([C:13](=[O:15])[CH3:14])=[C:2]2[NH:28][C@H:25]1[CH2:26][CH2:27][C@H:22]([CH2:21][CH2:20][N:19]([CH3:18])[CH3:29])[CH2:23][CH2:24]1. The yield is 0.360. (4) The reactants are [CH3:1][O:2][C:3]([C:5]1[CH:15]=[C:14]([OH:16])[C:8]2[CH2:9][C:10]([CH3:13])([CH3:12])[O:11][C:7]=2[CH:6]=1)=[O:4].Br[CH2:18][CH:19]([CH3:21])[CH3:20].C(=O)([O-])[O-].[Cs+].[Cs+]. The catalyst is CN(C=O)C. The product is [CH3:1][O:2][C:3]([C:5]1[CH:15]=[C:14]([O:16][CH2:18][CH:19]([CH3:21])[CH3:20])[C:8]2[CH2:9][C:10]([CH3:13])([CH3:12])[O:11][C:7]=2[CH:6]=1)=[O:4]. The yield is 0.920. (5) The reactants are [C:1]([O:9][CH3:10])(=[O:8])[C:2]1[CH:7]=[CH:6][CH:5]=[CH:4][CH:3]=1.[NH2:11][CH2:12][CH2:13][CH2:14][CH2:15][CH2:16][CH2:17][CH2:18]CO.C(OC(C)C)(C)C. No catalyst specified. The product is [C:1]([O:9][CH2:10][CH2:18][CH2:17][CH2:16][CH2:15][CH2:14][CH2:13][CH2:12][NH2:11])(=[O:8])[C:2]1[CH:7]=[CH:6][CH:5]=[CH:4][CH:3]=1. The yield is 0.900. (6) The reactants are [CH3:1][CH:2]1[C:7](=O)[CH2:6][CH2:5][CH2:4][C:3]1=[O:9].[C:10]([C:12]1[CH:13]=[C:14]([CH:16]=[CH:17][CH:18]=1)[NH2:15])#[CH:11].C(O)(=O)C. The catalyst is CO. The product is [C:10]([C:12]1[CH:13]=[C:14]([NH:15][C:7]2[CH2:6][CH2:5][CH2:4][C:3](=[O:9])[C:2]=2[CH3:1])[CH:16]=[CH:17][CH:18]=1)#[CH:11]. The yield is 0.490.